From a dataset of NCI-60 drug combinations with 297,098 pairs across 59 cell lines. Regression. Given two drug SMILES strings and cell line genomic features, predict the synergy score measuring deviation from expected non-interaction effect. (1) Drug 1: C1CN1P(=S)(N2CC2)N3CC3. Drug 2: C1CN(P(=O)(OC1)NCCCl)CCCl. Cell line: SR. Synergy scores: CSS=56.8, Synergy_ZIP=2.61, Synergy_Bliss=4.32, Synergy_Loewe=-36.1, Synergy_HSA=4.21. (2) Drug 1: CC1C(C(=O)NC(C(=O)N2CCCC2C(=O)N(CC(=O)N(C(C(=O)O1)C(C)C)C)C)C(C)C)NC(=O)C3=C4C(=C(C=C3)C)OC5=C(C(=O)C(=C(C5=N4)C(=O)NC6C(OC(=O)C(N(C(=O)CN(C(=O)C7CCCN7C(=O)C(NC6=O)C(C)C)C)C)C(C)C)C)N)C. Drug 2: CC1C(C(CC(O1)OC2CC(CC3=C2C(=C4C(=C3O)C(=O)C5=CC=CC=C5C4=O)O)(C(=O)C)O)N)O. Cell line: SW-620. Synergy scores: CSS=53.4, Synergy_ZIP=16.1, Synergy_Bliss=15.5, Synergy_Loewe=10.8, Synergy_HSA=15.2. (3) Drug 1: C1=CC(=C2C(=C1NCCNCCO)C(=O)C3=C(C=CC(=C3C2=O)O)O)NCCNCCO. Drug 2: CC1CCCC2(C(O2)CC(NC(=O)CC(C(C(=O)C(C1O)C)(C)C)O)C(=CC3=CSC(=N3)C)C)C. Cell line: HT29. Synergy scores: CSS=37.9, Synergy_ZIP=-0.860, Synergy_Bliss=2.25, Synergy_Loewe=1.49, Synergy_HSA=3.27. (4) Drug 1: CN(C)N=NC1=C(NC=N1)C(=O)N. Drug 2: CCCS(=O)(=O)NC1=C(C(=C(C=C1)F)C(=O)C2=CNC3=C2C=C(C=N3)C4=CC=C(C=C4)Cl)F. Cell line: SF-295. Synergy scores: CSS=22.0, Synergy_ZIP=1.55, Synergy_Bliss=11.6, Synergy_Loewe=12.3, Synergy_HSA=12.2. (5) Drug 1: CCC(=C(C1=CC=CC=C1)C2=CC=C(C=C2)OCCN(C)C)C3=CC=CC=C3.C(C(=O)O)C(CC(=O)O)(C(=O)O)O. Drug 2: C#CCC(CC1=CN=C2C(=N1)C(=NC(=N2)N)N)C3=CC=C(C=C3)C(=O)NC(CCC(=O)O)C(=O)O. Cell line: SK-MEL-5. Synergy scores: CSS=35.5, Synergy_ZIP=-1.72, Synergy_Bliss=-4.39, Synergy_Loewe=-25.6, Synergy_HSA=-3.52.